From a dataset of Peptide-MHC class I binding affinity with 185,985 pairs from IEDB/IMGT. Regression. Given a peptide amino acid sequence and an MHC pseudo amino acid sequence, predict their binding affinity value. This is MHC class I binding data. (1) The peptide sequence is VSFQQPLQQY. The MHC is HLA-A30:02 with pseudo-sequence HLA-A30:02. The binding affinity (normalized) is 0.195. (2) The peptide sequence is VRQCFNPM. The MHC is H-2-Kb with pseudo-sequence H-2-Kb. The binding affinity (normalized) is 0.0735. (3) The peptide sequence is ELSPRWYFY. The MHC is Patr-B0101 with pseudo-sequence Patr-B0101. The binding affinity (normalized) is 0. (4) The peptide sequence is AVLLHEESM. The MHC is HLA-B18:01 with pseudo-sequence HLA-B18:01. The binding affinity (normalized) is 0. (5) The peptide sequence is AKISSEATTPV. The MHC is Patr-A0901 with pseudo-sequence Patr-A0901. The binding affinity (normalized) is 0.493.